This data is from Reaction yield outcomes from USPTO patents with 853,638 reactions. The task is: Predict the reaction yield, written as a fraction of the theoretical maximum amount of product (1.0 means a 100% yield; for example, 0.34 means a 34% yield). (1) The reactants are [Br:1][C:2]1[CH:3]=[C:4]([N:8]2[C:16]3[CH2:15][CH2:14][CH2:13][CH:12](Cl)[C:11]=3[C:10]([C:18]([O:20][CH2:21][CH3:22])=[O:19])=[N:9]2)[CH:5]=[CH:6][CH:7]=1.[NH:23]1[CH:27]=[CH:26][CH:25]=[N:24]1.C(=O)([O-])[O-].[Cs+].[Cs+]. The catalyst is ClCCl. The product is [Br:1][C:2]1[CH:3]=[C:4]([N:8]2[C:16]3[CH2:15][CH2:14][CH2:13][CH:12]([N:23]4[CH:27]=[CH:26][CH:25]=[N:24]4)[C:11]=3[C:10]([C:18]([O:20][CH2:21][CH3:22])=[O:19])=[N:9]2)[CH:5]=[CH:6][CH:7]=1. The yield is 0.790. (2) The reactants are [OH:1][CH2:2][C@@H:3]1[NH:7][C:6](=[O:8])[CH2:5][CH2:4]1.CO[C:11](OC)([CH3:13])[CH3:12]. The catalyst is C12(CS(O)(=O)=O)C(C)(C)C(CC1)CC2=O. The product is [CH3:12][C:11]1([CH3:13])[N:7]2[C:6](=[O:8])[CH2:5][CH2:4][C@@H:3]2[CH2:2][O:1]1. The yield is 0.450. (3) The reactants are [C:1](=[N:14][NH2:15])([C:8]1[CH:13]=[CH:12][CH:11]=[CH:10][CH:9]=1)[C:2]1[CH:7]=[CH:6][CH:5]=[CH:4][CH:3]=1.[CH3:16][C:17]([C:19]1[CH:24]=[CH:23][C:22]([C:25]([F:28])([F:27])[F:26])=[CH:21][CH:20]=1)=O.C(Cl)(Cl)Cl. The catalyst is ClCCl. The product is [C:2]1([C:1]([C:8]2[CH:9]=[CH:10][CH:11]=[CH:12][CH:13]=2)=[N:14][N:15]=[C:17]([C:19]2[CH:20]=[CH:21][C:22]([C:25]([F:26])([F:27])[F:28])=[CH:23][CH:24]=2)[CH3:16])[CH:7]=[CH:6][CH:5]=[CH:4][CH:3]=1. The yield is 0.810. (4) The reactants are [Cl:1][C:2]1[CH:10]=[CH:9][C:5]([C:6](O)=[O:7])=[CH:4][N:3]=1.C(Cl)(=O)C([Cl:14])=O.CN(C=O)C. The catalyst is C(Cl)Cl. The product is [Cl:1][C:2]1[CH:10]=[CH:9][C:5]([C:6]([Cl:14])=[O:7])=[CH:4][N:3]=1. The yield is 0.820. (5) The reactants are O1CCCC1.[F:6][C:7]1[CH:23]=[CH:22][C:10]([O:11][C:12]2[S:16][C:15]([CH2:17][C:18](Cl)=[N:19][OH:20])=[CH:14][CH:13]=2)=[CH:9][CH:8]=1.[C:24]([C:26]1[C:27]([NH2:32])=[N:28][CH:29]=[CH:30][CH:31]=1)#[CH:25].C(N(CC)CC)C. The catalyst is O. The product is [F:6][C:7]1[CH:23]=[CH:22][C:10]([O:11][C:12]2[S:16][C:15]([CH2:17][C:18]3[CH:25]=[C:24]([C:26]4[C:27]([NH2:32])=[N:28][CH:29]=[CH:30][CH:31]=4)[O:20][N:19]=3)=[CH:14][CH:13]=2)=[CH:9][CH:8]=1. The yield is 0.0721.